From a dataset of Merck oncology drug combination screen with 23,052 pairs across 39 cell lines. Regression. Given two drug SMILES strings and cell line genomic features, predict the synergy score measuring deviation from expected non-interaction effect. (1) Drug 1: CN(Cc1cnc2nc(N)nc(N)c2n1)c1ccc(C(=O)NC(CCC(=O)O)C(=O)O)cc1. Drug 2: CS(=O)(=O)CCNCc1ccc(-c2ccc3ncnc(Nc4ccc(OCc5cccc(F)c5)c(Cl)c4)c3c2)o1. Cell line: LOVO. Synergy scores: synergy=4.16. (2) Drug 1: N#Cc1ccc(Cn2cncc2CN2CCN(c3cccc(Cl)c3)C(=O)C2)cc1. Drug 2: Cn1cc(-c2cnn3c(N)c(Br)c(C4CCCNC4)nc23)cn1. Cell line: ZR751. Synergy scores: synergy=0.796.